Dataset: Peptide-MHC class I binding affinity with 185,985 pairs from IEDB/IMGT. Task: Regression. Given a peptide amino acid sequence and an MHC pseudo amino acid sequence, predict their binding affinity value. This is MHC class I binding data. (1) The peptide sequence is AIIRILQQL. The MHC is HLA-B08:01 with pseudo-sequence HLA-B08:01. The binding affinity (normalized) is 0.326. (2) The peptide sequence is RMYGISPWT. The MHC is HLA-B35:01 with pseudo-sequence HLA-B35:01. The binding affinity (normalized) is 0.0847. (3) The peptide sequence is YVIEPAAGL. The MHC is HLA-C03:03 with pseudo-sequence HLA-C03:03. The binding affinity (normalized) is 1.00. (4) The peptide sequence is RTSKAPLER. The MHC is HLA-A33:01 with pseudo-sequence HLA-A33:01. The binding affinity (normalized) is 0.00867.